This data is from Forward reaction prediction with 1.9M reactions from USPTO patents (1976-2016). The task is: Predict the product of the given reaction. (1) Given the reactants [NH2:1][C:2]1[C:3]([C:12]2[CH:21]=[CH:20][C:15]([C:16]([O:18]C)=[O:17])=[C:14]([F:22])[CH:13]=2)=[N:4][C:5]([CH:8]2[CH2:11][O:10][CH2:9]2)=[CH:6][N:7]=1.[Li+].[OH-], predict the reaction product. The product is: [NH2:1][C:2]1[C:3]([C:12]2[CH:21]=[CH:20][C:15]([C:16]([OH:18])=[O:17])=[C:14]([F:22])[CH:13]=2)=[N:4][C:5]([CH:8]2[CH2:11][O:10][CH2:9]2)=[CH:6][N:7]=1. (2) The product is: [NH2:22][C:23]1[C:28]([C:29]#[N:30])=[C:27]([NH:21][C@H:19]([C:4]2[N:3]([CH2:1][CH3:2])[C:7]3[C:8]([C:13]4[CH:18]=[CH:17][CH:16]=[CH:15][N:14]=4)=[C:9]([F:12])[CH:10]=[CH:11][C:6]=3[N:5]=2)[CH3:20])[N:26]=[CH:25][N:24]=1. Given the reactants [CH2:1]([N:3]1[C:7]2[C:8]([C:13]3[CH:18]=[CH:17][CH:16]=[CH:15][N:14]=3)=[C:9]([F:12])[CH:10]=[CH:11][C:6]=2[N:5]=[C:4]1[C@@H:19]([NH2:21])[CH3:20])[CH3:2].[NH2:22][C:23]1[C:28]([C:29]#[N:30])=[C:27](Cl)[N:26]=[CH:25][N:24]=1.CCN(C(C)C)C(C)C, predict the reaction product. (3) Given the reactants [F:1][C:2]([F:7])([F:6])[C:3]([OH:5])=[O:4].[NH2:8][C@@H:9]1[CH2:13][CH2:12][N:11]([C:14]2[N:22]=[C:21]3[C:17]([N:18]=[CH:19][N:20]3[C@@H:23]3[CH2:27][C@H:26]([N:28]4[CH:32]=[C:31]([CH2:33][OH:34])[CH:30]=[N:29]4)[C@@H:25]([OH:35])[C@H:24]3[OH:36])=[C:16]([NH:37][CH2:38][CH:39]([C:46]3[CH:51]=[CH:50][CH:49]=[CH:48][CH:47]=3)[C:40]3[CH:45]=[CH:44][CH:43]=[CH:42][CH:41]=3)[N:15]=2)[CH2:10]1.FC(F)(F)C(O)=O.O[C@@H]1[C@H](O)[C@@H](N2C=C(C)C=N2)C[C@H]1N1C=NC2C1=NC(NC1CCC(NC(NC3CCN(C4C=CC=CN=4)CC3)=O)CC1)=NC=2NCC(C1C=CC=CC=1)C1C=CC=CC=1.[CH2:119]([O:121][C:122]([C:124]1[CH:125]=[CH:126][C:127]([N:130]2[CH2:135][CH2:134][CH:133]([NH:136][C:137](N3C=CN=C3)=[O:138])[CH2:132][CH2:131]2)=[N:128][CH:129]=1)=[O:123])[CH3:120], predict the reaction product. The product is: [F:1][C:2]([F:7])([F:6])[C:3]([OH:5])=[O:4].[CH2:119]([O:121][C:122]([C:124]1[CH:125]=[CH:126][C:127]([N:130]2[CH2:135][CH2:134][CH:133]([NH:136][C:137]([NH:8][C@@H:9]3[CH2:13][CH2:12][N:11]([C:14]4[N:22]=[C:21]5[C:17]([N:18]=[CH:19][N:20]5[C@@H:23]5[CH2:27][C@H:26]([N:28]6[CH:32]=[C:31]([CH2:33][OH:34])[CH:30]=[N:29]6)[C@@H:25]([OH:35])[C@H:24]5[OH:36])=[C:16]([NH:37][CH2:38][CH:39]([C:46]5[CH:47]=[CH:48][CH:49]=[CH:50][CH:51]=5)[C:40]5[CH:41]=[CH:42][CH:43]=[CH:44][CH:45]=5)[N:15]=4)[CH2:10]3)=[O:138])[CH2:132][CH2:131]2)=[N:128][CH:129]=1)=[O:123])[CH3:120]. (4) The product is: [Cl:1][C:2]1[CH:7]=[CH:6][CH:5]=[CH:4][C:3]=1[O:8][CH2:10][C@H:11]([CH3:14])[CH2:12][Cl:13]. Given the reactants [Cl:1][C:2]1[CH:7]=[CH:6][CH:5]=[CH:4][C:3]=1[OH:8].Br[CH2:10][C@H:11]([CH3:14])[CH2:12][Cl:13], predict the reaction product. (5) Given the reactants COCCOC1C=C2C(NC3C=CC=C(C#C)C=3)=NC=NC2=CC=1OCCOC.Cl.C[O:32][C:33]1[CH:34]=[C:35]2[C:40](=[CH:41][C:42]=1[O:43]C)[N:39]=[CH:38][NH:37][C:36]2=[O:45].Br.N1C=CC=CC=1.Cl, predict the reaction product. The product is: [OH:32][C:33]1[CH:34]=[C:35]2[C:40](=[CH:41][C:42]=1[OH:43])[N:39]=[CH:38][NH:37][C:36]2=[O:45]. (6) Given the reactants [OH:1][C@:2]12[CH2:18][CH2:17][C@H:16]([C:19]3[CH:20]=[CH:21][C:22](=[O:25])[O:23][CH:24]=3)[C@@:15]1([CH3:26])[CH2:14][CH2:13][C@H:12]1[C@H:3]2[CH2:4][CH2:5][C@H:6]2[C@:11]1([CH3:27])[CH2:10][CH2:9][CH:8]([NH:28]C)[CH2:7]2.CCN(C(C)C)C(C)C.[N:39]1([C:45](Cl)=[O:46])[CH2:44][CH2:43][O:42][CH2:41][CH2:40]1, predict the reaction product. The product is: [OH:1][C@:2]12[CH2:18][CH2:17][C@H:16]([C:19]3[CH:20]=[CH:21][C:22](=[O:25])[O:23][CH:24]=3)[C@@:15]1([CH3:26])[CH2:14][CH2:13][C@H:12]1[C@H:3]2[CH2:4][CH2:5][C@H:6]2[C@:11]1([CH3:27])[CH2:10][CH2:9][C@@H:8]([NH:28][C:45]([N:39]1[CH2:44][CH2:43][O:42][CH2:41][CH2:40]1)=[O:46])[CH2:7]2. (7) Given the reactants Cl.[NH:2]1[CH2:5][CH:4]([C:6]([O:8][CH3:9])=[O:7])[CH2:3]1.C(=O)([O-])O.[Na+].[C:15](O[C:15]([O:17][C:18]([CH3:21])([CH3:20])[CH3:19])=[O:16])([O:17][C:18]([CH3:21])([CH3:20])[CH3:19])=[O:16], predict the reaction product. The product is: [C:18]([O:17][C:15]([N:2]1[CH2:5][CH:4]([C:6]([O:8][CH3:9])=[O:7])[CH2:3]1)=[O:16])([CH3:21])([CH3:20])[CH3:19]. (8) Given the reactants Br[C:2]1[CH:7]=[CH:6][CH:5]=[CH:4][C:3]=1[O:8][CH2:9][C:10]([CH3:15])([N+:12]([O-:14])=[O:13])[CH3:11].[NH:16]1[CH2:21][CH2:20][NH:19][CH2:18][CH2:17]1.C1C=CC(P(C2C(C3C(P(C4C=CC=CC=4)C4C=CC=CC=4)=CC=C4C=3C=CC=C4)=C3C(C=CC=C3)=CC=2)C2C=CC=CC=2)=CC=1.CC([O-])(C)C.[Na+], predict the reaction product. The product is: [CH3:11][C:10]([N+:12]([O-:14])=[O:13])([CH3:15])[CH2:9][O:8][C:3]1[CH:4]=[CH:5][CH:6]=[CH:7][C:2]=1[N:16]1[CH2:21][CH2:20][NH:19][CH2:18][CH2:17]1. (9) Given the reactants C[O:2][C:3](=[O:29])[CH2:4][CH:5]1[CH2:28][CH2:27][C:8]2([CH2:13][CH2:12][N:11]([C:14]([O:16][CH:17]3[CH:24]4[CH2:25][CH:20]5[CH2:21][CH:22]([CH2:26][CH:18]3[CH2:19]5)[CH2:23]4)=[O:15])[CH2:10][CH2:9]2)[CH2:7][CH2:6]1.O.O[Li].O.C(O)(C(F)(F)F)=O, predict the reaction product. The product is: [CH:18]12[CH2:26][CH:22]3[CH2:21][CH:20]([CH2:25][CH:24]([CH2:23]3)[CH:17]1[O:16][C:14]([N:11]1[CH2:10][CH2:9][C:8]3([CH2:27][CH2:28][CH:5]([CH2:4][C:3]([OH:29])=[O:2])[CH2:6][CH2:7]3)[CH2:13][CH2:12]1)=[O:15])[CH2:19]2.